Dataset: hERG Central: cardiac toxicity at 1µM, 10µM, and general inhibition. Task: Predict hERG channel inhibition at various concentrations. The drug is CCCOc1ccc2oc(=O)c3c(c2c1)CCCN3C(=O)CN1CCN(C(=O)c2ccco2)CC1. Results: hERG_inhib (hERG inhibition (general)): blocker.